This data is from Reaction yield outcomes from USPTO patents with 853,638 reactions. The task is: Predict the reaction yield, written as a fraction of the theoretical maximum amount of product (1.0 means a 100% yield; for example, 0.34 means a 34% yield). (1) The reactants are C[O:2][C:3](=O)[CH2:4][CH2:5][CH2:6][CH2:7][CH:8]=[C:9]([CH3:11])[CH3:10].CC(C[AlH]CC(C)C)C. The yield is 0.980. The product is [CH3:10][C:9]([CH3:11])=[CH:8][CH2:7][CH2:6][CH2:5][CH2:4][CH2:3][OH:2]. The catalyst is C1(C)C=CC=CC=1. (2) The catalyst is C(Cl)Cl. The yield is 1.00. The product is [Cl:23][C:1]([O:2][O:3][CH:4]([O:8][C:9]([CH:11]1[CH2:15][CH2:14][CH2:13][CH2:12]1)=[O:10])[CH2:5][CH2:6][CH3:7])=[O:19]. The reactants are [C:1](=[O:19])(SCC)[O:2][O:3][CH:4]([O:8][C:9]([CH:11]1[CH2:15][CH2:14][CH2:13][CH2:12]1)=[O:10])[CH2:5][CH2:6][CH3:7].S(Cl)([Cl:23])(=O)=O.